Predict the reactants needed to synthesize the given product. From a dataset of Full USPTO retrosynthesis dataset with 1.9M reactions from patents (1976-2016). (1) Given the product [CH2:11]([CH:2]1[CH2:3][CH2:4][CH2:5][CH2:6][O:7][C:1]1=[O:8])[CH:10]=[CH2:9], predict the reactants needed to synthesize it. The reactants are: [C:1]1(=[O:8])[O:7][CH2:6][CH2:5][CH2:4][CH2:3][CH2:2]1.[CH2:9](Br)[CH:10]=[CH2:11].C1(=O)OCC1.BrCCCCCCCCC=C. (2) Given the product [CH2:24]([O:31][C:32]1[CH:37]=[CH:36][N:35]([C:2]2[N:7]=[C:6]3[N:8]([CH3:23])[C:9]4[CH2:14][CH:13]([CH3:15])[N:12]([C:16]([O:18][C:19]([CH3:22])([CH3:21])[CH3:20])=[O:17])[CH2:11][C:10]=4[C:5]3=[CH:4][CH:3]=2)[C:34](=[O:38])[CH:33]=1)[C:25]1[CH:26]=[CH:27][CH:28]=[CH:29][CH:30]=1, predict the reactants needed to synthesize it. The reactants are: Br[C:2]1[N:7]=[C:6]2[N:8]([CH3:23])[C:9]3[CH2:14][CH:13]([CH3:15])[N:12]([C:16]([O:18][C:19]([CH3:22])([CH3:21])[CH3:20])=[O:17])[CH2:11][C:10]=3[C:5]2=[CH:4][CH:3]=1.[CH2:24]([O:31][C:32]1[CH:37]=[CH:36][NH:35][C:34](=[O:38])[CH:33]=1)[C:25]1[CH:30]=[CH:29][CH:28]=[CH:27][CH:26]=1. (3) Given the product [C:75]([O:79][C:80](=[O:86])[C@H:81]1[CH2:85][CH2:84][CH2:83][N:82]1[C:61](=[O:62])[CH2:60][CH:51]1[O:50][CH:49]([C:64]2[CH:69]=[CH:68][CH:67]=[C:66]([O:70][CH3:71])[C:65]=2[O:72][CH3:73])[C:48]2[CH:74]=[C:44]([Cl:43])[CH:45]=[CH:46][C:47]=2[N:53]2[C:54]([CH:57]([CH3:58])[CH3:59])=[N:55][N:56]=[C:52]12)([CH3:78])([CH3:76])[CH3:77], predict the reactants needed to synthesize it. The reactants are: C1CN([P+](ON2N=NC3C=CC=CC2=3)(N2CCCC2)N2CCCC2)CC1.F[P-](F)(F)(F)(F)F.C(N(CC)C(C)C)(C)C.[Cl:43][C:44]1[CH:45]=[CH:46][C:47]2[N:53]3[C:54]([CH:57]([CH3:59])[CH3:58])=[N:55][N:56]=[C:52]3[CH:51]([CH2:60][C:61](O)=[O:62])[O:50][CH:49]([C:64]3[CH:69]=[CH:68][CH:67]=[C:66]([O:70][CH3:71])[C:65]=3[O:72][CH3:73])[C:48]=2[CH:74]=1.[C:75]([O:79][C:80](=[O:86])[C@H:81]1[CH2:85][CH2:84][CH2:83][NH:82]1)([CH3:78])([CH3:77])[CH3:76]. (4) Given the product [Br:1][C:2]1[CH:3]=[C:4]([B:9]2[O:11][C:19](=[O:20])[CH2:18][N:13]([CH3:12])[CH2:14][C:15](=[O:16])[O:10]2)[C:5]([F:8])=[N:6][CH:7]=1, predict the reactants needed to synthesize it. The reactants are: [Br:1][C:2]1[CH:3]=[C:4]([B:9]([OH:11])[OH:10])[C:5]([F:8])=[N:6][CH:7]=1.[CH3:12][N:13]([CH2:18][C:19](O)=[O:20])[CH2:14][C:15](O)=[O:16].CS(C)=O.